Dataset: Full USPTO retrosynthesis dataset with 1.9M reactions from patents (1976-2016). Task: Predict the reactants needed to synthesize the given product. (1) Given the product [F:12][C:13]1[C:14]([O:20][CH3:21])=[C:15](/[CH:23]=[CH:24]\[CH2:25][OH:26])[C:16]([F:19])=[CH:17][CH:18]=1, predict the reactants needed to synthesize it. The reactants are: [Li]CCCC.CCCCCC.[F:12][C:13]1[CH:18]=[CH:17][C:16]([F:19])=[CH:15][C:14]=1[O:20][CH3:21].Br/[CH:23]=[CH:24]\[C:25](OCC)=[O:26].CC(C[AlH]CC(C)C)C. (2) Given the product [C:11]([O:15][C:16]([N:18]1[CH2:24][CH2:23][C:22]2[C:25]([CH2:30][S:8][CH2:7][C:2]3[CH:3]=[CH:4][CH:5]=[CH:6][N:1]=3)=[C:26]([Cl:29])[CH:27]=[CH:28][C:21]=2[CH2:20][CH2:19]1)=[O:17])([CH3:14])([CH3:13])[CH3:12], predict the reactants needed to synthesize it. The reactants are: [N:1]1[CH:6]=[CH:5][CH:4]=[CH:3][C:2]=1[CH2:7][SH:8].[H-].[Na+].[C:11]([O:15][C:16]([N:18]1[CH2:24][CH2:23][C:22]2[C:25]([CH2:30]Cl)=[C:26]([Cl:29])[CH:27]=[CH:28][C:21]=2[CH2:20][CH2:19]1)=[O:17])([CH3:14])([CH3:13])[CH3:12]. (3) Given the product [F:30][C:29]1[CH:28]=[CH:27][CH:26]=[C:25]([F:31])[C:24]=1[C:7]1[NH:6][C:10]2=[N:11][CH:12]=[C:13]([C:38]3[N:34]([CH2:32][CH3:33])[N:35]=[C:36]([C:47]([F:48])([F:50])[F:49])[CH:37]=3)[CH:14]=[C:9]2[CH:8]=1, predict the reactants needed to synthesize it. The reactants are: C(OC([N:6]1[C:10]2=[N:11][CH:12]=[C:13](B3OC(C)(C)C(C)(C)O3)[CH:14]=[C:9]2[CH:8]=[C:7]1[C:24]1[C:29]([F:30])=[CH:28][CH:27]=[CH:26][C:25]=1[F:31])=O)C.[CH2:32]([N:34]1[C:38](OS(C(F)(F)F)(=O)=O)=[CH:37][C:36]([C:47]([F:50])([F:49])[F:48])=[N:35]1)[CH3:33]. (4) Given the product [CH:14]1([C:12]([NH:11][C:9]2[N:10]=[C:5]3[CH:4]=[CH:3][C:2]([NH:17][C:18]4[CH:19]=[C:20]([NH:24][C:25]([C:27]5[N:31]([CH3:32])[N:30]=[C:29]([CH3:33])[CH:28]=5)=[O:26])[CH:21]=[CH:22][CH:23]=4)=[N:7][N:6]3[CH:8]=2)=[O:13])[CH2:16][CH2:15]1, predict the reactants needed to synthesize it. The reactants are: I[C:2]1[CH:3]=[CH:4][C:5]2[N:6]([CH:8]=[C:9]([NH:11][C:12]([CH:14]3[CH2:16][CH2:15]3)=[O:13])[N:10]=2)[N:7]=1.[NH2:17][C:18]1[CH:19]=[C:20]([NH:24][C:25]([C:27]2[N:31]([CH3:32])[N:30]=[C:29]([CH3:33])[CH:28]=2)=[O:26])[CH:21]=[CH:22][CH:23]=1.C1(P(C2CCCCC2)C2C=CC=CC=2C2C(C(C)C)=CC(C(C)C)=CC=2C(C)C)CCCCC1.CC(C)([O-])C.[K+].C(=O)([O-])O.[Na+]. (5) The reactants are: [F:1][C:2]1[CH:36]=[CH:35][C:5]([CH2:6][N:7]2[C:19](=[O:20])[C:18]3[C:17]([O:21][Si:22]([CH:29]([CH3:31])[CH3:30])([CH:26]([CH3:28])[CH3:27])[CH:23]([CH3:25])[CH3:24])=[C:16]4[C:11]([CH:12]=[CH:13][CH:14]=[N:15]4)=[C:10]([O:32][CH3:33])[C:9]=3[C:8]2=[O:34])=[CH:4][CH:3]=1.[C:37]1([Mg]Br)[CH:42]=[CH:41][CH:40]=[CH:39][CH:38]=1.CCOCC. Given the product [F:1][C:2]1[CH:3]=[CH:4][C:5]([CH2:6][N:7]2[C:19](=[O:20])[C:18]3[C:17]([O:21][Si:22]([CH:29]([CH3:30])[CH3:31])([CH:26]([CH3:27])[CH3:28])[CH:23]([CH3:25])[CH3:24])=[C:16]4[C:11]([CH:12]=[CH:13][CH:14]=[N:15]4)=[C:10]([O:32][CH3:33])[C:9]=3[C:8]2([OH:34])[C:37]2[CH:42]=[CH:41][CH:40]=[CH:39][CH:38]=2)=[CH:35][CH:36]=1, predict the reactants needed to synthesize it.